Dataset: Full USPTO retrosynthesis dataset with 1.9M reactions from patents (1976-2016). Task: Predict the reactants needed to synthesize the given product. (1) Given the product [NH2:6][C:7]1[C:15]([N+:16]([O-:18])=[O:17])=[CH:14][C:10]([C:11]([O:13][CH3:1])=[O:12])=[C:9]([F:19])[C:8]=1[F:20], predict the reactants needed to synthesize it. The reactants are: [CH3:1][Si](Cl)(C)C.[NH2:6][C:7]1[C:15]([N+:16]([O-:18])=[O:17])=[CH:14][C:10]([C:11]([OH:13])=[O:12])=[C:9]([F:19])[C:8]=1[F:20]. (2) Given the product [CH2:1]([O:8][C:9]1[CH:10]=[C:11]([CH:15]=[CH:16][C:17]=1[N+:18]([O-:20])=[O:19])[CH2:12][N:23]([CH3:21])[S:34]([C:28]1[CH:33]=[CH:32][CH:31]=[CH:30][CH:29]=1)(=[O:36])=[O:35])[C:2]1[CH:3]=[CH:4][CH:5]=[CH:6][CH:7]=1, predict the reactants needed to synthesize it. The reactants are: [CH2:1]([O:8][C:9]1[CH:10]=[C:11]([CH:15]=[CH:16][C:17]=1[N+:18]([O-:20])=[O:19])[CH2:12]CN)[C:2]1[CH:7]=[CH:6][CH:5]=[CH:4][CH:3]=1.[CH2:21]([N:23](CC)CC)C.[C:28]1([S:34](Cl)(=[O:36])=[O:35])[CH:33]=[CH:32][CH:31]=[CH:30][CH:29]=1. (3) Given the product [O:18]=[C:17]1[C:16]2([CH2:19][CH2:20][NH:21][CH2:22][CH2:23]2)[N:15]([C:31]2[CH:32]=[CH:33][CH:34]=[CH:35][CH:36]=2)[CH2:14][N:13]1[CH2:12][C:11]1[CH:10]=[C:9]([CH:39]=[CH:38][CH:37]=1)[C:7]([O:6][CH2:5][C:4]([N:3]([CH2:41][CH3:42])[CH2:1][CH3:2])=[O:40])=[O:8], predict the reactants needed to synthesize it. The reactants are: [CH2:1]([N:3]([CH2:41][CH3:42])[C:4](=[O:40])[CH2:5][O:6][C:7]([C:9]1[CH:10]=[C:11]([CH:37]=[CH:38][CH:39]=1)[CH2:12][N:13]1[C:17](=[O:18])[C:16]2([CH2:23][CH2:22][N:21](C(OC(C)(C)C)=O)[CH2:20][CH2:19]2)[N:15]([C:31]2[CH:36]=[CH:35][CH:34]=[CH:33][CH:32]=2)[CH2:14]1)=[O:8])[CH3:2].Cl. (4) The reactants are: O=[C:2]1[CH2:7][CH2:6][N:5]([C:8]2[CH:13]=[CH:12][C:11]([NH:14][S:15]([C:18]3[CH:23]=[CH:22][C:21]([NH:24][C:25](=[O:27])[CH3:26])=[CH:20][CH:19]=3)(=[O:17])=[O:16])=[CH:10][CH:9]=2)[CH2:4][CH2:3]1.[NH2:28][CH2:29][C@H:30]([OH:40])[CH2:31][O:32][C:33]1[CH:38]=[CH:37][C:36]([OH:39])=[CH:35][CH:34]=1. Given the product [OH:40][C@H:30]([CH2:31][O:32][C:33]1[CH:38]=[CH:37][C:36]([OH:39])=[CH:35][CH:34]=1)[CH2:29][NH:28][CH:2]1[CH2:3][CH2:4][N:5]([C:8]2[CH:9]=[CH:10][C:11]([NH:14][S:15]([C:18]3[CH:19]=[CH:20][C:21]([NH:24][C:25](=[O:27])[CH3:26])=[CH:22][CH:23]=3)(=[O:17])=[O:16])=[CH:12][CH:13]=2)[CH2:6][CH2:7]1, predict the reactants needed to synthesize it. (5) Given the product [F:31][C:4]1[CH:3]=[C:2]([NH:1][C:42]([NH:41][C:39](=[O:40])[CH2:38][C:32]2[CH:33]=[CH:34][CH:35]=[CH:36][CH:37]=2)=[O:43])[CH:30]=[CH:29][C:5]=1[O:6][C:7]1[CH:12]=[CH:11][N:10]=[C:9]([NH:13][C:14]([N:16]2[CH2:21][CH2:20][CH:19]([N:22]3[CH2:23][CH:24]([N:26]([CH3:27])[CH3:28])[CH2:25]3)[CH2:18][CH2:17]2)=[O:15])[CH:8]=1, predict the reactants needed to synthesize it. The reactants are: [NH2:1][C:2]1[CH:30]=[CH:29][C:5]([O:6][C:7]2[CH:12]=[CH:11][N:10]=[C:9]([NH:13][C:14]([N:16]3[CH2:21][CH2:20][CH:19]([N:22]4[CH2:25][CH:24]([N:26]([CH3:28])[CH3:27])[CH2:23]4)[CH2:18][CH2:17]3)=[O:15])[CH:8]=2)=[C:4]([F:31])[CH:3]=1.[C:32]1([CH2:38][C:39]([N:41]=[C:42]=[O:43])=[O:40])[CH:37]=[CH:36][CH:35]=[CH:34][CH:33]=1.C(OCC)C. (6) The reactants are: [CH3:1][O:2][N:3]=[C:4]([C:11]1[CH:16]=[CH:15][C:14]([C:17]2[C:25]3[C:20](=[N:21][CH:22]=[N:23][C:24]=3[NH2:26])[N:19]([C@H:27]3[CH2:32][CH2:31][C@@H:30]([N:33]4[CH2:38][CH2:37][N:36]([CH3:39])[CH2:35][CH2:34]4)[CH2:29][CH2:28]3)[N:18]=2)=[CH:13][CH:12]=1)[C:5]1[CH:10]=[CH:9][CH:8]=[CH:7][CH:6]=1.[C:40]([OH:47])(=[O:46])/[CH:41]=[CH:42]\[C:43]([OH:45])=[O:44]. Given the product [C:40]([OH:47])(=[O:46])/[CH:41]=[CH:42]\[C:43]([OH:45])=[O:44].[C:40]([OH:47])(=[O:46])/[CH:41]=[CH:42]\[C:43]([OH:45])=[O:44].[CH3:1][O:2][N:3]=[C:4]([C:11]1[CH:12]=[CH:13][C:14]([C:17]2[C:25]3[C:20](=[N:21][CH:22]=[N:23][C:24]=3[NH2:26])[N:19]([C@H:27]3[CH2:32][CH2:31][C@@H:30]([N:33]4[CH2:34][CH2:35][N:36]([CH3:39])[CH2:37][CH2:38]4)[CH2:29][CH2:28]3)[N:18]=2)=[CH:15][CH:16]=1)[C:5]1[CH:10]=[CH:9][CH:8]=[CH:7][CH:6]=1, predict the reactants needed to synthesize it. (7) Given the product [CH3:1][C:2]1[N:6]([CH:7]2[CH2:13][C@H:12]3[N:14]([CH2:15][CH2:16][C:17]4([C:35]5[CH:40]=[CH:39][CH:38]=[CH:37][C:36]=5[CH3:41])[CH2:22][CH2:21][N:20]([C:23]([C:25]5[CH:26]=[C:27]([CH:32]=[CH:33][CH:34]=5)[C:28]([OH:30])=[O:29])=[O:24])[CH2:19][CH2:18]4)[C@H:9]([CH2:10][CH2:11]3)[CH2:8]2)[C:5]2[CH:42]=[CH:43][CH:44]=[CH:45][C:4]=2[N:3]=1, predict the reactants needed to synthesize it. The reactants are: [CH3:1][C:2]1[N:6]([CH:7]2[CH2:13][C@H:12]3[N:14]([CH2:15][CH2:16][C:17]4([C:35]5[CH:40]=[CH:39][CH:38]=[CH:37][C:36]=5[CH3:41])[CH2:22][CH2:21][N:20]([C:23]([C:25]5[CH:26]=[C:27]([CH:32]=[CH:33][CH:34]=5)[C:28]([O:30]C)=[O:29])=[O:24])[CH2:19][CH2:18]4)[C@H:9]([CH2:10][CH2:11]3)[CH2:8]2)[C:5]2[CH:42]=[CH:43][CH:44]=[CH:45][C:4]=2[N:3]=1.[OH-].[Na+].